Dataset: Full USPTO retrosynthesis dataset with 1.9M reactions from patents (1976-2016). Task: Predict the reactants needed to synthesize the given product. (1) Given the product [OH:8][C:9]1[CH:10]=[C:11]([S:15]([C:18]2[CH:35]=[CH:34][C:21]3[CH2:22][CH2:23][N:24]([C:27]([O:29][C:30]([CH3:31])([CH3:32])[CH3:33])=[O:28])[CH2:25][CH2:26][C:20]=3[CH:19]=2)(=[O:16])=[O:17])[CH:12]=[CH:13][CH:14]=1, predict the reactants needed to synthesize it. The reactants are: [Si]([O:8][C:9]1[CH:10]=[C:11]([S:15]([C:18]2[CH:35]=[CH:34][C:21]3[CH2:22][CH2:23][N:24]([C:27]([O:29][C:30]([CH3:33])([CH3:32])[CH3:31])=[O:28])[CH2:25][CH2:26][C:20]=3[CH:19]=2)(=[O:17])=[O:16])[CH:12]=[CH:13][CH:14]=1)(C(C)(C)C)(C)C.C1COCC1. (2) Given the product [CH3:24][C:25]1([CH3:37])[CH:34]=[CH:33][C:32]2[C:27](=[C:28]([CH2:35][N:9]3[CH2:8][CH2:7][C:6]4([CH2:1][CH2:2][N:3]([C:12]([C:14]5[CH:19]=[CH:18][CH:17]=[CH:16][C:15]=5[CH2:20][C:21]([NH2:23])=[O:22])=[O:13])[CH2:4][CH2:5]4)[CH2:11][CH2:10]3)[CH:29]=[CH:30][CH:31]=2)[O:26]1, predict the reactants needed to synthesize it. The reactants are: [CH2:1]1[C:6]2([CH2:11][CH2:10][NH:9][CH2:8][CH2:7]2)[CH2:5][CH2:4][N:3]([C:12]([C:14]2[CH:19]=[CH:18][CH:17]=[CH:16][C:15]=2[CH2:20][C:21]([NH2:23])=[O:22])=[O:13])[CH2:2]1.[CH3:24][C:25]1([CH3:37])[CH:34]=[CH:33][C:32]2[C:27](=[C:28]([CH:35]=O)[CH:29]=[CH:30][CH:31]=2)[O:26]1.C(O[BH-](OC(=O)C)OC(=O)C)(=O)C.[Na+]. (3) Given the product [Br:1][C:2]1[C:10]2[C:9]3[N:8]([CH:13]=[N:12][N:11]=3)[CH:7]=[N:6][C:5]=2[S:4][CH:3]=1, predict the reactants needed to synthesize it. The reactants are: [Br:1][C:2]1[C:10]2[C:9]([NH:11][NH2:12])=[N:8][CH:7]=[N:6][C:5]=2[S:4][CH:3]=1.[CH2:13](OC(OCC)OCC)C.C(OCC)(=O)C. (4) Given the product [Cl:1][C:2]1[CH:3]=[CH:4][C:5]2[CH:9]=[C:8]([S:10]([N:13]3[CH2:18][CH2:17][N:16]([CH2:19][C:20]4[S:21][C:25]5[CH2:30][CH2:29][CH2:28][C:27](=[O:31])[C:26]=5[N:22]=4)[C:15](=[O:44])[CH2:14]3)(=[O:11])=[O:12])[S:7][C:6]=2[CH:23]=1, predict the reactants needed to synthesize it. The reactants are: [Cl:1][C:2]1[CH:3]=[CH:4][C:5]2[CH:9]=[C:8]([S:10]([N:13]3[CH2:18][CH2:17][N:16]([CH2:19][C:20]([NH2:22])=[S:21])[CH2:15][CH2:14]3)(=[O:12])=[O:11])[S:7][C:6]=2[CH:23]=1.Br[CH:25]1[CH2:30][CH2:29][CH2:28][C:27](=[O:31])[C:26]1=O.C1(C)C=CC=CC=1.C([OH:44])(C)(C)C. (5) Given the product [Br:2][C:3]1[C:4]([CH3:23])=[N:5][N:6]([CH2:15][C:16]([CH3:21])([CH3:22])[CH2:17][OH:18])[C:7]=1[C:8]1[CH:9]=[CH:10][C:11]([F:14])=[CH:12][CH:13]=1, predict the reactants needed to synthesize it. The reactants are: [H-].[Br:2][C:3]1[C:4]([CH3:23])=[N:5][N:6]([CH2:15][C:16]([CH3:22])([CH3:21])[C:17](OC)=[O:18])[C:7]=1[C:8]1[CH:13]=[CH:12][C:11]([F:14])=[CH:10][CH:9]=1.[C@H](O)(C([O-])=O)[C@@H](O)C([O-])=O.[Na+].[K+]. (6) Given the product [NH2:7][C@@H:8]1[CH2:13][CH2:12][CH2:11][C@H:10]([NH:14][C:15](=[O:16])[C:17]2[CH:22]=[CH:21][C:20]([C:23]3[CH:28]=[CH:27][CH:26]=[C:25]([F:29])[CH:24]=3)=[N:19][CH:18]=2)[CH2:9]1, predict the reactants needed to synthesize it. The reactants are: C(OC(=O)[NH:7][C@H:8]1[CH2:13][CH2:12][CH2:11][C@@H:10]([NH:14][C:15]([C:17]2[CH:18]=[N:19][C:20]([C:23]3[CH:28]=[CH:27][CH:26]=[C:25]([F:29])[CH:24]=3)=[CH:21][CH:22]=2)=[O:16])[CH2:9]1)(C)(C)C.Cl. (7) The reactants are: [F:1][C:2]1[CH:3]=[C:4]([CH:22]=[CH:23][C:24]=1[F:25])[CH2:5][O:6][C:7]1[CH:20]=[C:11]2[N:12]([CH2:16][C:17](O)=[O:18])[CH2:13][CH2:14][CH2:15][N:10]2[C:9](=[O:21])[N:8]=1.[NH:26]1[CH2:31][CH2:30][CH2:29][CH2:28][CH2:27]1. Given the product [F:1][C:2]1[CH:3]=[C:4]([CH:22]=[CH:23][C:24]=1[F:25])[CH2:5][O:6][C:7]1[CH:20]=[C:11]2[N:12]([CH2:16][C:17](=[O:18])[N:26]3[CH2:31][CH2:30][CH2:29][CH2:28][CH2:27]3)[CH2:13][CH2:14][CH2:15][N:10]2[C:9](=[O:21])[N:8]=1, predict the reactants needed to synthesize it. (8) The reactants are: [CH2:1]([OH:23])[C@H:2]1[O:7][C@H:6]([O:8][C@]2(CO)O[C@H](CO)[C@@H](O)[C@@H]2O)[C@H:5]([OH:20])[C@@H:4]([OH:21])[C@@H:3]1[OH:22]. Given the product [O:8]=[CH:6][C@@H:5]([C@H:4]([C@@H:3]([C@@H:2]([CH2:1][OH:23])[OH:7])[OH:22])[OH:21])[OH:20], predict the reactants needed to synthesize it. (9) The reactants are: [F:1][C:2]1[CH:24]=[C:23]([N+:25]([O-])=O)[CH:22]=[CH:21][C:3]=1[O:4][C:5]1[C:14]2[C:9](=[CH:10][C:11]([O:15][C:16]([CH3:20])([CH3:19])[CH2:17][OH:18])=[CH:12][CH:13]=2)[N:8]=[CH:7][CH:6]=1.C(O[K])=O. Given the product [NH2:25][C:23]1[CH:22]=[CH:21][C:3]([O:4][C:5]2[C:14]3[C:9](=[CH:10][C:11]([O:15][C:16]([CH3:20])([CH3:19])[CH2:17][OH:18])=[CH:12][CH:13]=3)[N:8]=[CH:7][CH:6]=2)=[C:2]([F:1])[CH:24]=1, predict the reactants needed to synthesize it.